Dataset: Reaction yield outcomes from USPTO patents with 853,638 reactions. Task: Predict the reaction yield, written as a fraction of the theoretical maximum amount of product (1.0 means a 100% yield; for example, 0.34 means a 34% yield). (1) The reactants are [NH2:1][C:2]1[C:7]([F:8])=[C:6](Br)[N:5]=[C:4]([C:10]([O:12][CH3:13])=[O:11])[C:3]=1[Cl:14].[CH3:15][Sn:16]([CH3:22])([CH3:21])[Sn:16]([CH3:22])([CH3:21])[CH3:15]. The yield is 1.00. The catalyst is O1CCOCC1.Cl[Pd](Cl)([P](C1C=CC=CC=1)(C1C=CC=CC=1)C1C=CC=CC=1)[P](C1C=CC=CC=1)(C1C=CC=CC=1)C1C=CC=CC=1. The product is [NH2:1][C:2]1[C:7]([F:8])=[C:6]([Sn:16]([CH3:22])([CH3:21])[CH3:15])[N:5]=[C:4]([C:10]([O:12][CH3:13])=[O:11])[C:3]=1[Cl:14]. (2) The reactants are [CH2:1]([N:4]1[C:22]([C:23]2[CH:28]=[CH:27][CH:26]=[CH:25][CH:24]=2)=[C:7]2[CH2:8][N:9]([C:12](=[O:21])[CH2:13][O:14][C:15]3[CH:20]=[CH:19][CH:18]=[CH:17][CH:16]=3)[CH2:10][CH2:11][C:6]2=[N:5]1)[CH:2]=C.[BH4-].[Na+].C1C[O:34]CC1. The catalyst is O.O=[Os](=O)(=O)=O. The product is [OH:34][CH2:2][CH2:1][N:4]1[C:22]([C:23]2[CH:24]=[CH:25][CH:26]=[CH:27][CH:28]=2)=[C:7]2[CH2:8][N:9]([C:12](=[O:21])[CH2:13][O:14][C:15]3[CH:20]=[CH:19][CH:18]=[CH:17][CH:16]=3)[CH2:10][CH2:11][C:6]2=[N:5]1. The yield is 0.258. (3) The reactants are Br[C:2]1[C:11]2[C:6](=[C:7]([Cl:13])[CH:8]=[C:9]([OH:12])[CH:10]=2)[N:5]=[C:4]([C:14]2[CH:19]=[CH:18][C:17]([OH:20])=[C:16]([F:21])[CH:15]=2)[CH:3]=1.[C:22]([C:24]1[CH:29]=[CH:28][C:27](B(O)O)=[CH:26][CH:25]=1)#[N:23]. No catalyst specified. The product is [Cl:13][C:7]1[CH:8]=[C:9]([OH:12])[CH:10]=[C:11]2[C:6]=1[N:5]=[C:4]([C:14]1[CH:19]=[CH:18][C:17]([OH:20])=[C:16]([F:21])[CH:15]=1)[CH:3]=[C:2]2[C:27]1[CH:28]=[CH:29][C:24]([C:22]#[N:23])=[CH:25][CH:26]=1. The yield is 0.940.